This data is from Full USPTO retrosynthesis dataset with 1.9M reactions from patents (1976-2016). The task is: Predict the reactants needed to synthesize the given product. (1) Given the product [I:1][C:2]1[N:3]=[CH:4][C:5]([CH2:6][OH:7])=[CH:11][CH:12]=1, predict the reactants needed to synthesize it. The reactants are: [I:1][C:2]1[CH:12]=[CH:11][C:5]([C:6](OCC)=[O:7])=[CH:4][N:3]=1.[BH4-].[Na+]. (2) Given the product [CH3:13][O:12][CH2:10][CH2:9][O:21][C:18]1[CH:17]=[CH:16][C:15]([C@@H:14]2[O:7][C:6](=[O:5])[NH:8][C@H:9]2[C:10]([O:12][CH3:13])=[O:11])=[CH:20][CH:19]=1, predict the reactants needed to synthesize it. The reactants are: C([O:5][C:6]([NH:8][C@H:9]([CH2:14][C:15]1[CH:20]=[CH:19][C:18]([OH:21])=[CH:17][CH:16]=1)[C:10]([O:12][CH3:13])=[O:11])=[O:7])(C)(C)C.S(OOS([O-])(=O)=O)([O-])(=O)=O.[K+].[K+]. (3) Given the product [F:17][C:15]1[CH:16]=[C:11]([CH2:10][C@@H:9]([C:19]2[C:24]([C:25]3[CH:26]=[CH:27][C:28]([F:34])=[C:29]([CH:33]=3)[C:30]([NH2:32])=[O:31])=[CH:23][CH:22]=[CH:21][N:20]=2)[NH:8][C:46](=[O:47])[CH2:45][N:37]2[C:38]3[C:43](=[CH:42][CH:41]=[CH:40][CH:39]=3)[CH:44]=[C:36]2[CH3:35])[CH:12]=[C:13]([F:18])[CH:14]=1, predict the reactants needed to synthesize it. The reactants are: FC(F)(F)C(O)=O.[NH2:8][C@H:9]([C:19]1[C:24]([C:25]2[CH:26]=[CH:27][C:28]([F:34])=[C:29]([CH:33]=2)[C:30]([NH2:32])=[O:31])=[CH:23][CH:22]=[CH:21][N:20]=1)[CH2:10][C:11]1[CH:16]=[C:15]([F:17])[CH:14]=[C:13]([F:18])[CH:12]=1.[CH3:35][C:36]1[N:37]([CH2:45][C:46](O)=[O:47])[C:38]2[C:43]([CH:44]=1)=[CH:42][CH:41]=[CH:40][CH:39]=2. (4) Given the product [ClH:24].[CH3:1][O:2][C:3]1[CH:4]=[C:5]2[C:9](=[CH:10][C:11]=1[O:12][CH3:13])[NH:8][C:7]([CH2:14][NH:29][CH3:28])=[C:6]2[C:16]1[CH:17]=[CH:18][C:19]([O:22][CH3:23])=[CH:20][CH:21]=1, predict the reactants needed to synthesize it. The reactants are: [CH3:1][O:2][C:3]1[CH:4]=[C:5]2[C:9](=[CH:10][C:11]=1[O:12][CH3:13])[NH:8][C:7]([CH:14]=O)=[C:6]2[C:16]1[CH:21]=[CH:20][C:19]([O:22][CH3:23])=[CH:18][CH:17]=1.[ClH:24].CN.[BH3-][C:28]#[N:29].[Na+]. (5) Given the product [ClH:16].[CH:8]([NH:7][CH2:11][C:12]([NH2:13])=[O:14])([CH3:10])[CH3:9], predict the reactants needed to synthesize it. The reactants are: C(OC(=O)[N:7]([CH2:11][C:12](=[O:14])[NH2:13])[CH:8]([CH3:10])[CH3:9])(C)(C)C.[ClH:16].C(OCC)C.